Dataset: Reaction yield outcomes from USPTO patents with 853,638 reactions. Task: Predict the reaction yield, written as a fraction of the theoretical maximum amount of product (1.0 means a 100% yield; for example, 0.34 means a 34% yield). (1) The yield is 0.700. The catalyst is C(OCC)(=O)C.O.CC(O)C.C1(C)C=CC=CC=1. The product is [CH3:28][NH:26][C:25]([C:4]1[C:5]([C:7]2[CH:12]=[C:11]([C:13]([CH3:16])([CH3:15])[CH3:14])[C:10]([OH:17])=[C:9]([C:18]([CH3:21])([CH3:20])[CH3:19])[CH:8]=2)=[N:34][C:32]([CH3:33])=[N:35][CH:3]=1)=[O:29]. The reactants are CO[C:3](=O)[CH2:4][C:5]([C:7]1[CH:12]=[C:11]([C:13]([CH3:16])([CH3:15])[CH3:14])[C:10]([OH:17])=[C:9]([C:18]([CH3:21])([CH3:20])[CH3:19])[CH:8]=1)=O.CO[CH:25]([O:29]C)[N:26]([CH3:28])C.Cl.[C:32]([NH2:35])(=[NH:34])[CH3:33].CC(C)([O-])C.[K+].P([O-])(O)(O)=O.[K+]. (2) The reactants are [Br:1][C:2]1[CH:3]=[C:4]([C:8]2([C:18]3[CH:23]=[CH:22][C:21]([O:24]C)=[CH:20][CH:19]=3)[C:12]3=[N:13][CH2:14][CH2:15][CH2:16][N:11]3[C:10](=[S:17])[NH:9]2)[CH:5]=[CH:6][CH:7]=1.B(Br)(Br)Br.O.C(OCC)(=O)C. The catalyst is ClCCl.[Cl-].[Na+].O. The product is [Br:1][C:2]1[CH:3]=[C:4]([C:8]2([C:18]3[CH:19]=[CH:20][C:21]([OH:24])=[CH:22][CH:23]=3)[C:12]3=[N:13][CH2:14][CH2:15][CH2:16][N:11]3[C:10](=[S:17])[NH:9]2)[CH:5]=[CH:6][CH:7]=1. The yield is 0.820. (3) The reactants are [F:1][CH:2]([F:9])[N:3]1[N:7]=[C:6]([NH2:8])[CH:5]=[N:4]1.Br[C:11]1[C:12](=[O:19])[N:13]([CH3:18])[CH:14]=[C:15]([Br:17])[CH:16]=1. No catalyst specified. The product is [Br:17][C:15]1[CH:16]=[C:11]([NH:8][C:6]2[CH:5]=[N:4][N:3]([CH:2]([F:9])[F:1])[N:7]=2)[C:12](=[O:19])[N:13]([CH3:18])[CH:14]=1. The yield is 0.700. (4) The reactants are [Cl:1][C:2]1[CH:3]=[N:4][C:5]2[C:10]([CH:11]=1)=[CH:9][C:8]([CH2:12][Cl:13])=[CH:7][CH:6]=2.C1C=C(Cl)C=C(C(OO)=[O:22])C=1. The catalyst is C(Cl)Cl. The product is [Cl:1][C:2]1[CH:3]=[N+:4]([O-:22])[C:5]2[C:10]([CH:11]=1)=[CH:9][C:8]([CH2:12][Cl:13])=[CH:7][CH:6]=2. The yield is 0.740. (5) The reactants are [Br:1][C:2]1[C:3](=[O:39])[N:4]([C:19]2[CH:20]=[C:21]([CH:36]=[CH:37][CH:38]=2)[CH2:22][NH:23][C:24](=O)[O:25]C2C=CC([N+]([O-])=O)=CC=2)[C:5]([CH3:18])=[CH:6][C:7]=1[O:8][CH2:9][C:10]1[CH:15]=[CH:14][C:13]([F:16])=[CH:12][C:11]=1[F:17].ClCCl.[CH3:43][NH:44][CH3:45]. The catalyst is O1CCCC1. The product is [Br:1][C:2]1[C:3](=[O:39])[N:4]([C:19]2[CH:20]=[C:21]([CH:36]=[CH:37][CH:38]=2)[CH2:22][NH:23][C:24](=[O:25])[N:44]([CH3:45])[CH3:43])[C:5]([CH3:18])=[CH:6][C:7]=1[O:8][CH2:9][C:10]1[CH:15]=[CH:14][C:13]([F:16])=[CH:12][C:11]=1[F:17]. The yield is 0.510. (6) The reactants are [CH3:1][O:2][C:3]1[C:8]([C:9]2[CH:14]=[CH:13][C:12]([O:15][C:16]3[CH:21]=[CH:20][N:19]=[C:18]([C:22]4[CH:23]=[N:24][N:25]([CH3:27])[CH:26]=4)[CH:17]=3)=[C:11]([CH3:28])[N:10]=2)=[CH:7][N:6]=[C:5](SC)[N:4]=1.C1C=C(Cl)C=C(C(OO)=O)C=1.[CH:42]([NH2:45])([CH3:44])[CH3:43]. The catalyst is C(Cl)Cl. The product is [CH:42]([NH:45][C:5]1[N:4]=[C:3]([O:2][CH3:1])[C:8]([C:9]2[CH:14]=[CH:13][C:12]([O:15][C:16]3[CH:21]=[CH:20][N:19]=[C:18]([C:22]4[CH:23]=[N:24][N:25]([CH3:27])[CH:26]=4)[CH:17]=3)=[C:11]([CH3:28])[N:10]=2)=[CH:7][N:6]=1)([CH3:44])[CH3:43]. The yield is 0.470. (7) The reactants are CN1CCOCC1.CN(C(ON1N=NC2C=CC=NC1=2)=[N+](C)C)C.F[P-](F)(F)(F)(F)F.[NH:32]1[CH2:37][CH2:36][O:35][CH2:34][CH2:33]1.[I:38][C:39]1[N:43]2[CH:44]=[C:45]([C:48]3[CH:56]=[CH:55][C:51]([C:52](O)=[O:53])=[CH:50][CH:49]=3)[N:46]=[CH:47][C:42]2=[N:41][CH:40]=1. The catalyst is CN(C=O)C.O. The product is [I:38][C:39]1[N:43]2[CH:44]=[C:45]([C:48]3[CH:49]=[CH:50][C:51]([C:52]([N:32]4[CH2:37][CH2:36][O:35][CH2:34][CH2:33]4)=[O:53])=[CH:55][CH:56]=3)[N:46]=[CH:47][C:42]2=[N:41][CH:40]=1. The yield is 0.650. (8) The reactants are C[O:2][C:3](=O)[CH:4]=[CH:5][C:6]1[CH:11]=[CH:10][C:9]([O:12][CH3:13])=[CH:8][C:7]=1[N+:14]([O-])=O. The yield is 0.430. The product is [CH3:13][O:12][C:9]1[CH:8]=[C:7]2[C:6]([CH2:5][CH2:4][C:3](=[O:2])[NH:14]2)=[CH:11][CH:10]=1. The catalyst is CO.CCOC(C)=O.CCO.[Pd]. (9) The reactants are [CH3:1][O:2][C:3]1[CH:10]=[CH:9][CH:8]=[C:7]([N+:11]([O-])=O)[C:4]=1[C:5]#[N:6].C1CCCCC=1. The catalyst is CCO.[Pd]. The product is [NH2:11][C:7]1[CH:8]=[CH:9][CH:10]=[C:3]([O:2][CH3:1])[C:4]=1[C:5]#[N:6]. The yield is 0.980.